Dataset: Reaction yield outcomes from USPTO patents with 853,638 reactions. Task: Predict the reaction yield, written as a fraction of the theoretical maximum amount of product (1.0 means a 100% yield; for example, 0.34 means a 34% yield). The reactants are [C:1]([C:4]1[C:9](=[O:10])[CH:8]=[CH:7][N:6]([C:11]2[CH:16]=[CH:15][CH:14]=[C:13]([C:17]([F:20])([F:19])[F:18])[CH:12]=2)[N:5]=1)(=[O:3])[CH3:2].CO[C:23](OC)([N:25]([CH3:27])[CH3:26])[CH3:24]. No catalyst specified. The product is [CH3:26][N:25]([CH3:27])[C:23]([CH3:24])=[CH:2][C:1]([C:4]1[C:9](=[O:10])[CH:8]=[CH:7][N:6]([C:11]2[CH:16]=[CH:15][CH:14]=[C:13]([C:17]([F:19])([F:20])[F:18])[CH:12]=2)[N:5]=1)=[O:3]. The yield is 0.680.